Dataset: hERG Central: cardiac toxicity at 1µM, 10µM, and general inhibition. Task: Predict hERG channel inhibition at various concentrations. (1) The drug is Cc1ccc(C(=O)OCC(=O)Nc2cccc(S(=O)(=O)N3CCOCC3)c2)o1. Results: hERG_inhib (hERG inhibition (general)): blocker. (2) The compound is CCN(CC)CCCN(Cc1cc2cc(OC)ccc2[nH]c1=O)C(=O)Nc1ccccc1. Results: hERG_inhib (hERG inhibition (general)): blocker.